Dataset: Forward reaction prediction with 1.9M reactions from USPTO patents (1976-2016). Task: Predict the product of the given reaction. (1) Given the reactants Br[CH2:2][C:3]1[CH:4]=[CH:5][C:6]([Cl:17])=[C:7]([CH:16]=1)[O:8][Si:9]([C:12]([CH3:15])([CH3:14])[CH3:13])([CH3:11])[CH3:10].C(=O)([O-])[O-].[K+].[K+].[Cl:24][C:25]1[CH:26]=[C:27]([C@H:31]([NH2:33])[CH3:32])[CH:28]=[CH:29][CH:30]=1, predict the reaction product. The product is: [Si:9]([O:8][C:7]1[CH:16]=[C:3]([CH:4]=[CH:5][C:6]=1[Cl:17])[CH2:2][NH:33][C@@H:31]([C:27]1[CH:28]=[CH:29][CH:30]=[C:25]([Cl:24])[CH:26]=1)[CH3:32])([C:12]([CH3:15])([CH3:14])[CH3:13])([CH3:11])[CH3:10]. (2) Given the reactants [CH2:1]([O:8][C:9]1[CH:18]=[C:17]2[C:12]([C:13](Cl)=[CH:14][C:15]([CH3:19])=[N:16]2)=[CH:11][C:10]=1[Br:21])[C:2]1[CH:7]=[CH:6][CH:5]=[CH:4][CH:3]=1.[NH:22]1[CH2:26][CH2:25][CH2:24][CH2:23]1, predict the reaction product. The product is: [CH2:1]([O:8][C:9]1[CH:18]=[C:17]2[C:12]([C:13]([N:22]3[CH2:26][CH2:25][CH2:24][CH2:23]3)=[CH:14][C:15]([CH3:19])=[N:16]2)=[CH:11][C:10]=1[Br:21])[C:2]1[CH:7]=[CH:6][CH:5]=[CH:4][CH:3]=1. (3) The product is: [CH:15]([N:4]1[C:3](=[O:18])[C:2]([NH:29][CH2:28][CH2:27][CH2:26][CH2:25][C:19]2[CH:24]=[CH:23][CH:22]=[CH:21][CH:20]=2)=[C:6]([C:7]2[CH:12]=[CH:11][CH:10]=[CH:9][CH:8]=2)[S:5]1(=[O:14])=[O:13])([CH3:17])[CH3:16]. Given the reactants Cl[C:2]1[C:3](=[O:18])[N:4]([CH:15]([CH3:17])[CH3:16])[S:5](=[O:14])(=[O:13])[C:6]=1[C:7]1[CH:12]=[CH:11][CH:10]=[CH:9][CH:8]=1.[C:19]1([CH2:25][CH2:26][CH2:27][CH2:28][NH2:29])[CH:24]=[CH:23][CH:22]=[CH:21][CH:20]=1, predict the reaction product. (4) Given the reactants Br[CH2:2][CH2:3][CH2:4][CH2:5][C:6]([O:8][CH2:9][CH3:10])=[O:7].[F:11][C:12]1([F:56])[CH2:17][CH2:16][CH:15]([C:18]2[C:27]3[CH:26]([OH:28])[CH2:25][C:24]([CH3:30])([CH3:29])[CH2:23][C:22]=3[N:21]=[C:20]([CH:31]3[CH2:36][CH2:35][N:34]([C:37]4[N:42]=[CH:41][C:40]([OH:43])=[CH:39][N:38]=4)[CH2:33][CH2:32]3)[C:19]=2[CH:44]([F:55])[C:45]2[CH:50]=[CH:49][C:48]([C:51]([F:54])([F:53])[F:52])=[CH:47][CH:46]=2)[CH2:14][CH2:13]1, predict the reaction product. The product is: [CH2:9]([O:8][C:6]([CH2:5][CH2:4][CH2:3][CH2:2][O:43][C:40]1[CH:39]=[N:38][C:37]([N:34]2[CH2:33][CH2:32][CH:31]([C:20]3[C:19]([CH:44]([F:55])[C:45]4[CH:50]=[CH:49][C:48]([C:51]([F:52])([F:53])[F:54])=[CH:47][CH:46]=4)=[C:18]([CH:15]4[CH2:16][CH2:17][C:12]([F:11])([F:56])[CH2:13][CH2:14]4)[C:27]4[CH:26]([OH:28])[CH2:25][C:24]([CH3:30])([CH3:29])[CH2:23][C:22]=4[N:21]=3)[CH2:36][CH2:35]2)=[N:42][CH:41]=1)=[O:7])[CH3:10]. (5) Given the reactants [O:1]=[CH:2][C:3]1[CH:11]=[CH:10][C:8]([OH:9])=[C:5]([O:6][CH3:7])[CH:4]=1.Br[CH2:13][CH2:14][CH2:15][C:16]([O:18][CH3:19])=[O:17].C(=O)([O-])[O-].[K+].[K+].O, predict the reaction product. The product is: [CH:2]([C:3]1[CH:11]=[CH:10][C:8]([O:9][CH2:13][CH2:14][CH2:15][C:16]([O:18][CH3:19])=[O:17])=[C:5]([O:6][CH3:7])[CH:4]=1)=[O:1].